Dataset: Forward reaction prediction with 1.9M reactions from USPTO patents (1976-2016). Task: Predict the product of the given reaction. (1) Given the reactants CO[C:3](=[O:13])[C:4]1[C:9]([I:10])=[CH:8][CH:7]=[CH:6][C:5]=1[CH2:11]Br.[CH3:14][O:15][C:16]1[CH:30]=[CH:29][CH:28]=[CH:27][C:17]=1[O:18][C:19]1[CH:20]=[C:21]([CH:24]=[CH:25][CH:26]=1)[CH2:22][NH2:23].C([O-])([O-])=O.[K+].[K+].C(OCC)(=O)C, predict the reaction product. The product is: [I:10][C:9]1[CH:8]=[CH:7][CH:6]=[C:5]2[C:4]=1[C:3](=[O:13])[N:23]([CH2:22][C:21]1[CH:24]=[CH:25][CH:26]=[C:19]([O:18][C:17]3[CH:27]=[CH:28][CH:29]=[CH:30][C:16]=3[O:15][CH3:14])[CH:20]=1)[CH2:11]2. (2) The product is: [Cl:1][C:2]1[CH:13]=[C:12]([NH:14][CH:20]2[CH2:22][CH2:21]2)[C:11]([N+:17]([O-:19])=[O:18])=[CH:10][C:3]=1[C:4]([NH:6][CH:7]1[CH2:9][CH2:8]1)=[O:5]. Given the reactants [Cl:1][C:2]1[CH:13]=[C:12]([N+:14]([O-])=O)[C:11]([N+:17]([O-:19])=[O:18])=[CH:10][C:3]=1[C:4]([NH:6][CH:7]1[CH2:9][CH2:8]1)=[O:5].[CH:20]1(N)[CH2:22][CH2:21]1.O, predict the reaction product. (3) Given the reactants C(OC([N:8]1[CH2:12][C@@H:11]([CH2:13][N:14]([CH:31]([CH3:33])[CH3:32])[C:15](=[O:30])[C:16]2[CH:21]=[CH:20][C:19]([O:22][CH3:23])=[C:18]([O:24][CH2:25][CH2:26][CH2:27][O:28][CH3:29])[CH:17]=2)[C@H:10]([NH2:34])[CH2:9]1)=O)(C)(C)C.[CH2:35]([N:42]([CH:47]1[CH2:49][CH2:48]1)[C:43](=[O:46])[CH2:44]Cl)[C:36]1[CH:41]=[CH:40][CH:39]=[CH:38][CH:37]=1.[Cl-].CC#N.O, predict the reaction product. The product is: [CH2:35]([N:42]([CH:47]1[CH2:49][CH2:48]1)[C:43]([CH2:44][NH:34][C@@H:10]1[CH2:9][NH:8][CH2:12][C@H:11]1[CH2:13][N:14]([CH:31]([CH3:33])[CH3:32])[C:15](=[O:30])[C:16]1[CH:21]=[CH:20][C:19]([O:22][CH3:23])=[C:18]([O:24][CH2:25][CH2:26][CH2:27][O:28][CH3:29])[CH:17]=1)=[O:46])[C:36]1[CH:41]=[CH:40][CH:39]=[CH:38][CH:37]=1. (4) Given the reactants [O:1]1[CH:6]=[CH:5][CH2:4][CH2:3][CH2:2]1.C1(C)C=CC(S(O)(=O)=O)=CC=1.[OH:18][CH2:19][C:20]1[N:24]([CH3:25])[N:23]=[CH:22][C:21]=1[C:26]([O:28][CH2:29][CH3:30])=[O:27].C(=O)([O-])O.[Na+], predict the reaction product. The product is: [CH3:25][N:24]1[C:20]([CH2:19][O:18][CH:6]2[CH2:5][CH2:4][CH2:3][CH2:2][O:1]2)=[C:21]([C:26]([O:28][CH2:29][CH3:30])=[O:27])[CH:22]=[N:23]1. (5) The product is: [C:1]([O:4][C:5]1[CH:10]=[CH:9][C:8]([C:13]#[C:12][C:14]2[O:15][C:16]3[CH:22]=[C:21]([O:23][CH3:24])[CH:20]=[CH:19][C:17]=3[CH:18]=2)=[CH:7][CH:6]=1)(=[O:3])[CH3:2]. Given the reactants [C:1]([O:4][C:5]1[CH:10]=[CH:9][C:8](I)=[CH:7][CH:6]=1)(=[O:3])[CH3:2].[C:12]([C:14]1[O:15][C:16]2[CH:22]=[C:21]([O:23][CH3:24])[CH:20]=[CH:19][C:17]=2[CH:18]=1)#[CH:13].BrC1C=CC(S(NC2CCC3CC2C3(C)C)(=O)=O)=CC=1.C(O)CC#C, predict the reaction product.